Dataset: CYP2C9 inhibition data for predicting drug metabolism from PubChem BioAssay. Task: Regression/Classification. Given a drug SMILES string, predict its absorption, distribution, metabolism, or excretion properties. Task type varies by dataset: regression for continuous measurements (e.g., permeability, clearance, half-life) or binary classification for categorical outcomes (e.g., BBB penetration, CYP inhibition). Dataset: cyp2c9_veith. (1) The drug is COC(=O)[C@@]1(Cc2ccc(F)cc2)[C@H]2c3cc(C(=O)N(C)C)n(Cc4nc5ccccc5[nH]4)c3C[C@H]2CN1C(=O)c1ccccc1. The result is 1 (inhibitor). (2) The drug is CS(=O)(=O)N1CCC[C@@]2(CCN(C(=O)Nc3cccc(C#N)c3)C2)C1. The result is 0 (non-inhibitor). (3) The compound is Cc1ccc(C)c(N(CC(=O)Nc2cc(Cl)ccc2Oc2ccccc2)S(C)(=O)=O)c1. The result is 1 (inhibitor). (4) The compound is COc1cc2c(cc1OC)-c1cc3ccc(OC)c(OC)c3c[n+]1CC2. The result is 0 (non-inhibitor).